Dataset: Full USPTO retrosynthesis dataset with 1.9M reactions from patents (1976-2016). Task: Predict the reactants needed to synthesize the given product. (1) Given the product [CH:28]1([NH:27][C:25]([C:10]2[N:11]=[N:12][N:13]([C:14]3[CH:19]=[CH:18][C:17]([C:20]([NH:22][CH2:23][CH3:24])=[O:21])=[CH:16][CH:15]=3)[C:9]=2[CH2:8][O:7][C:6]2[CH:31]=[CH:32][CH:33]=[C:4]([C:1](=[N:35][OH:36])[CH3:2])[CH:5]=2)=[O:26])[CH2:29][CH2:30]1, predict the reactants needed to synthesize it. The reactants are: [C:1]([C:4]1[CH:5]=[C:6]([CH:31]=[CH:32][CH:33]=1)[O:7][CH2:8][C:9]1[N:13]([C:14]2[CH:19]=[CH:18][C:17]([C:20]([NH:22][CH2:23][CH3:24])=[O:21])=[CH:16][CH:15]=2)[N:12]=[N:11][C:10]=1[C:25]([NH:27][CH:28]1[CH2:30][CH2:29]1)=[O:26])(=O)[CH3:2].Cl.[NH2:35][OH:36].C([O-])(=O)C.[Na+].O. (2) Given the product [F:54][C:55]1[CH:62]=[CH:61][C:58]([CH2:59][NH:60][C:21]([C:19]2[N:20]=[C:16]([NH:15][C:5]3[CH:6]=[CH:7][C:8]([N:9]4[CH:13]=[C:12]([CH3:14])[N:11]=[CH:10]4)=[C:3]([O:2][CH3:1])[CH:4]=3)[S:17][CH:18]=2)=[O:22])=[CH:57][CH:56]=1, predict the reactants needed to synthesize it. The reactants are: [CH3:1][O:2][C:3]1[CH:4]=[C:5]([NH:15][C:16]2[S:17][CH:18]=[C:19]([C:21](O)=[O:22])[N:20]=2)[CH:6]=[CH:7][C:8]=1[N:9]1[CH:13]=[C:12]([CH3:14])[N:11]=[CH:10]1.Cl.CN(C)CCCN=C=NCC.O.ON1C2C=CC=CC=2N=N1.C(N(CC)CC)C.[F:54][C:55]1[CH:62]=[CH:61][C:58]([CH2:59][NH2:60])=[CH:57][CH:56]=1. (3) Given the product [O:20]=[C:17]1[C:8]2[CH:9]=[CH:10][CH:11]=[C:12]3[O:13][C:14]4[CH:15]=[CH:16][C:3]([CH2:2][O:1][C:24](=[O:25])[CH2:23][N:22]([CH3:27])[CH3:21])=[CH:4][C:5]=4[C:6]([C:7]=23)=[N:19][NH:18]1, predict the reactants needed to synthesize it. The reactants are: [OH:1][CH2:2][C:3]1[CH:16]=[CH:15][C:14]2[O:13][C:12]3[C:7]4=[C:8]([C:17](=[O:20])[NH:18][N:19]=[C:6]4[C:5]=2[CH:4]=1)[CH:9]=[CH:10][CH:11]=3.[CH3:21][N:22]([CH3:27])[CH2:23][C:24](O)=[O:25].C(Cl)CCl. (4) Given the product [Br:1][C:2]1[CH:3]=[CH:4][C:5]([CH:20]2[CH2:25][CH2:24][O:23][CH2:22][CH2:21]2)=[C:6]([N+:8]([O-:10])=[O:9])[CH:7]=1, predict the reactants needed to synthesize it. The reactants are: [Br:1][C:2]1[CH:3]=[CH:4][C:5](F)=[C:6]([N+:8]([O-:10])=[O:9])[CH:7]=1.C(N(CC)CC)C.N[CH:20]1[CH2:25][CH2:24][O:23][CH2:22][CH2:21]1.C(O)C. (5) The reactants are: CC1(C)COB([C:8]2[CH:9]=[CH:10][C:11]([F:23])=[C:12]([C:14]3[C:15]([C:21]#[N:22])=[CH:16][C:17]([F:20])=[CH:18][CH:19]=3)[CH:13]=2)OC1.Br[C:26]1[N:30]2[N:31]=[CH:32][C:33]([C:35]([F:38])([CH3:37])[CH3:36])=[N:34][C:29]2=[N:28][CH:27]=1.CCOC(C)=O.CCCC(C)C. Given the product [F:20][C:17]1[CH:16]=[C:15]([C:21]#[N:22])[C:14]([C:12]2[CH:13]=[C:8]([C:26]3[N:30]4[N:31]=[CH:32][C:33]([C:35]([F:38])([CH3:36])[CH3:37])=[N:34][C:29]4=[N:28][CH:27]=3)[CH:9]=[CH:10][C:11]=2[F:23])=[CH:19][CH:18]=1, predict the reactants needed to synthesize it.